From a dataset of Forward reaction prediction with 1.9M reactions from USPTO patents (1976-2016). Predict the product of the given reaction. (1) Given the reactants [CH3:1][C:2]1([CH3:22])[CH2:10][CH2:9][C:8]2[N:7](COCC[Si](C)(C)C)[N:6]=[C:5]([C:19]([OH:21])=[O:20])[C:4]=2[CH2:3]1.Cl.O1CCOCC1, predict the reaction product. The product is: [CH3:1][C:2]1([CH3:22])[CH2:10][CH2:9][C:8]2[NH:7][N:6]=[C:5]([C:19]([OH:21])=[O:20])[C:4]=2[CH2:3]1. (2) Given the reactants [ClH:1].[C:2]([C:4]1[CH:5]=[C:6]([NH:10][CH:11]([C:29]2[CH:34]=[CH:33][CH:32]=[CH:31][C:30]=2[F:35])[C:12]([NH:14][C:15]2[CH:20]=[CH:19][C:18]([N:21]3[CH2:26][CH2:25][CH2:24][CH2:23][C:22]3=[O:27])=[C:17]([CH3:28])[CH:16]=2)=[O:13])[CH:7]=[CH:8][CH:9]=1)#[N:3], predict the reaction product. The product is: [ClH:1].[C:2]([C:4]1[CH:5]=[C:6]([NH:10][CH:11]([C:29]2[CH:34]=[CH:33][CH:32]=[CH:31][C:30]=2[F:35])[C:12]([NH:14][C:15]2[CH:20]=[CH:19][C:18]([N:21]3[CH2:26][CH2:25][CH2:24][CH2:23][C:22]3=[O:27])=[C:17]([CH3:28])[CH:16]=2)=[O:13])[CH:7]=[CH:8][CH:9]=1)#[N:3].